Predict the product of the given reaction. From a dataset of Forward reaction prediction with 1.9M reactions from USPTO patents (1976-2016). The product is: [CH3:1][O:2][C:3](=[O:17])[C:4]1[CH:9]=[C:8]([N:10]2[CH2:14][CH2:13][CH2:12][C:11]2=[O:15])[CH:7]=[C:6]([NH:16][S:26]([CH3:25])(=[O:28])=[O:27])[CH:5]=1. Given the reactants [CH3:1][O:2][C:3](=[O:17])[C:4]1[CH:9]=[C:8]([N:10]2[CH2:14][CH2:13][CH2:12][C:11]2=[O:15])[CH:7]=[C:6]([NH2:16])[CH:5]=1.CCN(CC)CC.[CH3:25][S:26](Cl)(=[O:28])=[O:27], predict the reaction product.